From a dataset of Tox21: 12 toxicity assays (nuclear receptors and stress response pathways). Binary classification across 12 toxicity assays. (1) The drug is CN(C)CCCN1c2ccccc2Sc2ccc(Cl)cc21. It tested positive (active) for: SR-p53 (p53 tumor suppressor activation). (2) The molecule is Brc1ccc(Oc2ccc(Br)cc2Br)c(Br)c1. It tested positive (active) for: NR-ER (Estrogen Receptor agonist activity), and SR-MMP (Mitochondrial Membrane Potential disruption). (3) The compound is C(COCC1CO1)OCC1CO1. It tested positive (active) for: SR-ARE (Antioxidant Response Element (oxidative stress)). (4) The molecule is Cc1oc(-c2ccccc2)nc1CCOc1ccc(C[C@H](Nc2ccccc2C(=O)c2ccccc2)C(=O)O)cc1. It tested positive (active) for: NR-PPAR-gamma (PPAR-gamma nuclear receptor agonist). (5) It tested positive (active) for: NR-AhR (Aryl hydrocarbon Receptor agonist activity). The drug is CCCOc1ccc(C(=O)OCCN(CC)CC)cc1N.